From a dataset of Reaction yield outcomes from USPTO patents with 853,638 reactions. Predict the reaction yield, written as a fraction of the theoretical maximum amount of product (1.0 means a 100% yield; for example, 0.34 means a 34% yield). (1) The reactants are Br[C:2]1[CH:3]=[C:4]([NH:10][C:11]2[CH:15]=[C:14]([CH3:16])[NH:13][N:12]=2)[C:5](=[O:9])[N:6]([CH3:8])[CH:7]=1.C([O:20][CH2:21][C:22]1[C:23]([N:37]2[CH2:49][CH2:48][N:40]3[C:41]4[CH2:42][CH2:43][CH2:44][CH2:45][C:46]=4[CH:47]=[C:39]3[C:38]2=[O:50])=[N:24][CH:25]=[CH:26][C:27]=1B1OC(C)(C)C(C)(C)O1)(=O)C.[O-]P([O-])([O-])=O.[K+].[K+].[K+].CC([O-])=O.[Na+]. The catalyst is CC#N.O.C1C=CC(P(C2C=CC=CC=2)[C-]2C=CC=C2)=CC=1.C1C=CC(P(C2C=CC=CC=2)[C-]2C=CC=C2)=CC=1.Cl[Pd]Cl.[Fe+2]. The product is [CH3:8][N:6]1[C:5](=[O:9])[C:4]([NH:10][C:11]2[CH:15]=[C:14]([CH3:16])[NH:13][N:12]=2)=[CH:3][C:2]([C:27]2[C:22]([CH:21]=[O:20])=[C:23]([N:37]3[CH2:49][CH2:48][N:40]4[C:41]5[CH2:42][CH2:43][CH2:44][CH2:45][C:46]=5[CH:47]=[C:39]4[C:38]3=[O:50])[N:24]=[CH:25][CH:26]=2)=[CH:7]1. The yield is 0.350. (2) The reactants are [F:1][C:2]1[CH:3]=[CH:4][C:5]([OH:8])=[N:6][CH:7]=1.[N+:9]([O-])([OH:11])=[O:10].C(=O)([O-])[O-].[Na+].[Na+]. The catalyst is S(=O)(=O)(O)O. The product is [F:1][C:2]1[CH:3]=[C:4]([N+:9]([O-:11])=[O:10])[C:5]([OH:8])=[N:6][CH:7]=1. The yield is 0.400. (3) The reactants are [OH:1][C:2]1[CH:7]=[CH:6][C:5](B(O)O)=[CH:4][CH:3]=1.[CH2:11]([O:18][C:19]1[CH:28]=[CH:27][C:22]([C:23]([O:25][CH3:26])=[O:24])=[CH:21][C:20]=1Br)[C:12]1[CH:17]=[CH:16][CH:15]=[CH:14][CH:13]=1.C(=O)([O-])[O-].[Cs+].[Cs+].CO. The catalyst is C1C=CC([P]([Pd]([P](C2C=CC=CC=2)(C2C=CC=CC=2)C2C=CC=CC=2)([P](C2C=CC=CC=2)(C2C=CC=CC=2)C2C=CC=CC=2)[P](C2C=CC=CC=2)(C2C=CC=CC=2)C2C=CC=CC=2)(C2C=CC=CC=2)C2C=CC=CC=2)=CC=1.C1(C)C=CC=CC=1. The product is [CH2:11]([O:18][C:19]1[C:20]([C:5]2[CH:6]=[CH:7][C:2]([OH:1])=[CH:3][CH:4]=2)=[CH:21][C:22]([C:23]([O:25][CH3:26])=[O:24])=[CH:27][CH:28]=1)[C:12]1[CH:17]=[CH:16][CH:15]=[CH:14][CH:13]=1. The yield is 0.690. (4) The reactants are [Cl:1][C:2]1[CH:7]=[CH:6][C:5]([C@H:8]2[CH2:13][C@H:12]([C:14]3[O:18][NH:17][C:16](=[O:19])[CH:15]=3)[CH2:11][CH2:10][N:9]2C(OC)=O)=[CH:4][CH:3]=1.Br. No catalyst specified. The product is [Cl:1][C:2]1[CH:7]=[CH:6][C:5]([C@H:8]2[CH2:13][C@H:12]([C:14]3[O:18][NH:17][C:16](=[O:19])[CH:15]=3)[CH2:11][CH2:10][NH:9]2)=[CH:4][CH:3]=1. The yield is 0.180. (5) The catalyst is O.C(O)(=O)C. The product is [CH3:8][O:9][C:10]([C:12]1[C:13]2[C:14]([CH2:35][CH2:36][N+:37]([O-:39])=[O:38])=[C:15]([C:22]3[CH:27]=[CH:26][C:25]([CH2:28][N:29]([C:31]([O:33][CH3:34])=[O:32])[CH3:30])=[CH:24][CH:23]=3)[NH:16][C:17]=2[CH:18]=[C:19]([F:21])[CH:20]=1)=[O:11]. The reactants are CCO.CO.[BH4-].[Na+].[CH3:8][O:9][C:10]([C:12]1[C:13]2[C:14](/[CH:35]=[CH:36]/[N+:37]([O-:39])=[O:38])=[C:15]([C:22]3[CH:27]=[CH:26][C:25]([CH2:28][N:29]([C:31]([O:33][CH3:34])=[O:32])[CH3:30])=[CH:24][CH:23]=3)[NH:16][C:17]=2[CH:18]=[C:19]([F:21])[CH:20]=1)=[O:11]. The yield is 0.450.